Predict which catalyst facilitates the given reaction. From a dataset of Catalyst prediction with 721,799 reactions and 888 catalyst types from USPTO. (1) Product: [Cl:12][C:13]1[CH:21]=[CH:20][CH:19]=[C:18]([Cl:22])[C:14]=1[C:4](=[O:6])[CH2:3][C:1]#[N:2]. Reactant: [C:1]([CH2:3][C:4]([O-:6])=O)#[N:2].[Li]CCCC.[Cl:12][C:13]1[CH:21]=[CH:20][CH:19]=[C:18]([Cl:22])[C:14]=1C(Cl)=O. The catalyst class is: 1. (2) Reactant: [H-].[Na+].[CH:3]([C:6]1[NH:7][CH:8]=[CH:9][N:10]=1)([CH3:5])[CH3:4].[Br:11][C:12]1[CH:13]=[N:14][CH:15]=[C:16]([CH2:18]Cl)[CH:17]=1. Product: [Br:11][C:12]1[CH:13]=[N:14][CH:15]=[C:16]([CH2:18][N:7]2[CH:8]=[CH:9][N:10]=[C:6]2[CH:3]([CH3:5])[CH3:4])[CH:17]=1. The catalyst class is: 3.